From a dataset of Forward reaction prediction with 1.9M reactions from USPTO patents (1976-2016). Predict the product of the given reaction. (1) Given the reactants C(=O)([O-])[O-].[Cs+].[Cs+].FC(F)(F)S([O:12][CH2:13][C:14]([F:17])([F:16])[F:15])(=O)=O.[CH3:20][C:21]1[N:22]=[CH:23][N:24]([C:26]2[C:27](O)=[N:28][C:29](/[CH:32]=[CH:33]/[C:34]3[N:52]=[C:37]4[C@H:38]([C:42]5[CH:47]=[CH:46][CH:45]=[CH:44][C:43]=5[C:48]([F:51])([F:50])[F:49])[CH2:39][CH2:40][CH2:41][N:36]4[N:35]=3)=[CH:30][CH:31]=2)[CH:25]=1.CN(C=O)C, predict the reaction product. The product is: [CH3:20][C:21]1[N:22]=[CH:23][N:24]([C:26]2[CH:31]=[CH:30][C:29](/[CH:32]=[CH:33]/[C:34]3[N:52]=[C:37]4[CH:38]([C:42]5[CH:47]=[CH:46][CH:45]=[CH:44][C:43]=5[C:48]([F:50])([F:51])[F:49])[CH2:39][CH2:40][CH2:41][N:36]4[N:35]=3)=[N:28][C:27]=2[O:12][CH2:13][C:14]([F:15])([F:16])[F:17])[CH:25]=1. (2) Given the reactants [CH2:1]([OH:6])[C@H:2]([OH:5])[CH:3]=O.Cl.[CH3:8][CH:9]([O:11][C:12]1[CH:19]=[CH:18][C:17]([C:20]2[O:24][N:23]=[C:22]([C:25]3[CH:35]=[CH:34][C:28]4[CH2:29][CH2:30][NH:31][CH2:32][CH2:33][C:27]=4[CH:26]=3)[N:21]=2)=[CH:16][C:13]=1[C:14]#[N:15])[CH3:10].C(O)(=O)C.C(O[BH-](OC(=O)C)OC(=O)C)(=O)C.[Na+].C(=O)([O-])O.[Na+], predict the reaction product. The product is: [OH:5][C@@H:2]([CH2:1][OH:6])[CH2:3][N:31]1[CH2:30][CH2:29][C:28]2[CH:34]=[CH:35][C:25]([C:22]3[N:21]=[C:20]([C:17]4[CH:18]=[CH:19][C:12]([O:11][CH:9]([CH3:10])[CH3:8])=[C:13]([CH:16]=4)[C:14]#[N:15])[O:24][N:23]=3)=[CH:26][C:27]=2[CH2:33][CH2:32]1. (3) Given the reactants C(OC(=O)[NH:7][CH2:8][CH2:9][C:10]1[CH:15]=[CH:14][CH:13]=[C:12]([O:16][CH2:17][C:18]2[CH:23]=[CH:22][CH:21]=[C:20]([F:24])[CH:19]=2)[CH:11]=1)(C)(C)C, predict the reaction product. The product is: [F:24][C:20]1[CH:19]=[C:18]([CH:23]=[CH:22][CH:21]=1)[CH2:17][O:16][C:12]1[CH:11]=[C:10]([CH2:9][CH2:8][NH2:7])[CH:15]=[CH:14][CH:13]=1. (4) Given the reactants [NH:1]([C:5]1[CH:6]=[C:7]([NH:11][S:12]([CH3:15])(=[O:14])=[O:13])[CH:8]=[CH:9][CH:10]=1)[C:2]([NH2:4])=[S:3].Cl[CH2:17][CH:18]=O, predict the reaction product. The product is: [S:3]1[CH:18]=[CH:17][N:4]=[C:2]1[NH:1][C:5]1[CH:6]=[C:7]([NH:11][S:12]([CH3:15])(=[O:14])=[O:13])[CH:8]=[CH:9][CH:10]=1. (5) The product is: [CH3:1][O:2][C:3](=[O:18])[CH:4]([C:11]1[CH:16]=[CH:15][C:14]([C:24]#[C:23][Si:20]([CH3:22])([CH3:21])[CH3:19])=[CH:13][CH:12]=1)[CH2:5][CH:6]1[CH2:10][CH2:9][CH2:8][CH2:7]1. Given the reactants [CH3:1][O:2][C:3](=[O:18])[CH:4]([C:11]1[CH:16]=[CH:15][C:14](I)=[CH:13][CH:12]=1)[CH2:5][CH:6]1[CH2:10][CH2:9][CH2:8][CH2:7]1.[CH3:19][Si:20]([C:23]#[CH:24])([CH3:22])[CH3:21], predict the reaction product.